This data is from Reaction yield outcomes from USPTO patents with 853,638 reactions. The task is: Predict the reaction yield, written as a fraction of the theoretical maximum amount of product (1.0 means a 100% yield; for example, 0.34 means a 34% yield). (1) The reactants are Br[CH2:2][CH2:3][CH2:4][C:5]1[C:10]([F:11])=[CH:9][CH:8]=[CH:7][C:6]=1[F:12].[CH3:13][C:14]1[C:19]([CH3:20])=[CH:18][C:17]([NH2:21])=[C:16]([NH2:22])[CH:15]=1.C(=O)(O)[O-].[Na+]. The catalyst is [I-].C([N+](CCCC)(CCCC)CCCC)CCC.C1(C)C=CC=CC=1. The product is [F:12][C:6]1[CH:7]=[CH:8][CH:9]=[C:10]([F:11])[C:5]=1[CH2:4][CH2:3][CH2:2][NH:21][C:17]1[C:16]([NH2:22])=[CH:15][C:14]([CH3:13])=[C:19]([CH3:20])[CH:18]=1. The yield is 0.510. (2) The reactants are S(=O)(=O)(O)O.[N+:6]([O-:9])(O)=[O:7].[CH:10]1[C:15]2[CH2:16][CH2:17][C:18](=[O:21])[CH2:19][CH2:20][C:14]=2[CH:13]=[CH:12][CH:11]=1. The catalyst is [N+](C)([O-])=O. The product is [N+:6]([C:12]1[CH:11]=[CH:10][C:15]2[CH2:16][CH2:17][C:18](=[O:21])[CH2:19][CH2:20][C:14]=2[CH:13]=1)([O-:9])=[O:7]. The yield is 0.400. (3) The reactants are [CH3:1][N:2]1[C:6]2[CH:7]=[CH:8][CH:9]=[CH:10][C:5]=2[N:4]=[C:3]1[CH:11]=O.[CH2:13]([O:15][CH:16]([O:19][CH2:20]C)[CH2:17][NH2:18])C.[BH3-]C#N.[Na+]. The catalyst is CO.C(O)(=O)C. The product is [CH3:13][O:15][CH:16]([O:19][CH3:20])[CH2:17][NH:18][CH2:11][C:3]1[N:2]([CH3:1])[C:6]2[CH:7]=[CH:8][CH:9]=[CH:10][C:5]=2[N:4]=1. The yield is 0.640. (4) The yield is 0.600. The catalyst is [NH4+].[Cl-]. The reactants are [CH2:1]([C:3](=[CH2:6])[CH:4]=[O:5])[CH3:2].[CH:7]1([Mg]Cl)[CH2:12][CH2:11][CH2:10][CH2:9][CH2:8]1.C(OCC)C. The product is [CH:7]1([CH:4]([OH:5])[C:3](=[CH2:6])[CH2:1][CH3:2])[CH2:12][CH2:11][CH2:10][CH2:9][CH2:8]1.